This data is from Forward reaction prediction with 1.9M reactions from USPTO patents (1976-2016). The task is: Predict the product of the given reaction. Given the reactants [C@@H:1]1([NH2:7])[CH2:5][CH2:4][CH2:3][C@H:2]1[NH2:6].C(N(CC)CC)C.[C:15]([O:19][C:20](ON=C(C1C=CC=CC=1)C#N)=[O:21])([CH3:18])([CH3:17])[CH3:16].O, predict the reaction product. The product is: [C:15]([O:19][C:20](=[O:21])[NH:6][C@@H:2]1[CH2:3][CH2:4][CH2:5][C@H:1]1[NH2:7])([CH3:18])([CH3:17])[CH3:16].